Task: Predict the product of the given reaction.. Dataset: Forward reaction prediction with 1.9M reactions from USPTO patents (1976-2016) (1) Given the reactants Br[C:2]1[C:10]2[N:9]3[CH2:11][CH2:12][NH:13][C:14](=[O:15])[C:8]3=[CH:7][C:6]=2[CH:5]=[C:4]([C:16]#[N:17])[CH:3]=1.[C:18]([C:20]1[CH:21]=[C:22](B(O)O)[CH:23]=[CH:24][CH:25]=1)#[N:19], predict the reaction product. The product is: [C:18]([C:20]1[CH:25]=[C:24]([C:2]2[C:10]3[N:9]4[CH2:11][CH2:12][NH:13][C:14](=[O:15])[C:8]4=[CH:7][C:6]=3[CH:5]=[C:4]([C:16]#[N:17])[CH:3]=2)[CH:23]=[CH:22][CH:21]=1)#[N:19]. (2) Given the reactants [Br:1][C:2]1[CH:3]=[C:4]([CH3:33])[CH:5]=[C:6]2[C:11]=1[N:10]=[CH:9][N:8]([N:12]([C:20]1[CH:25]=[C:24]([Cl:26])[CH:23]=[CH:22][C:21]=1[S:27]([CH2:30][CH3:31])(=[O:29])=[O:28])C(=O)OC(C)(C)C)[C:7]2=[O:32].C(O)(C(F)(F)F)=O, predict the reaction product. The product is: [Br:1][C:2]1[CH:3]=[C:4]([CH3:33])[CH:5]=[C:6]2[C:11]=1[N:10]=[CH:9][N:8]([NH:12][C:20]1[CH:25]=[C:24]([Cl:26])[CH:23]=[CH:22][C:21]=1[S:27]([CH2:30][CH3:31])(=[O:28])=[O:29])[C:7]2=[O:32]. (3) Given the reactants [CH3:1][C:2]1([CH3:10])[CH2:8][CH:7]2[CH:5]([O:6]2)[C:4](=[O:9])[CH2:3]1.[OH-].[K+].[CH3:13]O, predict the reaction product. The product is: [CH3:13][O:6][C:5]1[C:4](=[O:9])[CH2:3][C:2]([CH3:10])([CH3:1])[CH2:8][CH:7]=1.